From a dataset of Peptide-MHC class I binding affinity with 185,985 pairs from IEDB/IMGT. Regression. Given a peptide amino acid sequence and an MHC pseudo amino acid sequence, predict their binding affinity value. This is MHC class I binding data. (1) The peptide sequence is KVNACHHNY. The MHC is HLA-A32:01 with pseudo-sequence HLA-A32:01. The binding affinity (normalized) is 0.436. (2) The peptide sequence is GRYFRIQEV. The MHC is HLA-A23:01 with pseudo-sequence HLA-A23:01. The binding affinity (normalized) is 0. (3) The peptide sequence is LVNSIQRRTLD. The MHC is H-2-Kb with pseudo-sequence H-2-Kb. The binding affinity (normalized) is 0.136. (4) The peptide sequence is QSQGVVEAM. The MHC is Mamu-A70103 with pseudo-sequence Mamu-A70103. The binding affinity (normalized) is 0.417. (5) The peptide sequence is LFFPFGLFK. The MHC is HLA-B15:17 with pseudo-sequence HLA-B15:17. The binding affinity (normalized) is 0.0847. (6) The peptide sequence is DLEALKKETI. The MHC is HLA-A02:06 with pseudo-sequence HLA-A02:06. The binding affinity (normalized) is 0.